From a dataset of Catalyst prediction with 721,799 reactions and 888 catalyst types from USPTO. Predict which catalyst facilitates the given reaction. (1) Reactant: [NH2:1][C:2]1[CH:3]=[C:4]([C:27]2[CH:32]=[CH:31][C:30]([O:33][CH3:34])=[CH:29][CH:28]=2)[CH:5]=[CH:6][C:7]=1[C:8]([NH:10][C@H:11]([C:20]([O:22][C:23]([CH3:26])([CH3:25])[CH3:24])=[O:21])[CH2:12][C:13]([O:15][C:16]([CH3:19])([CH3:18])[CH3:17])=[O:14])=[O:9].[N:35]([C:38]1[C:43]([CH3:44])=[CH:42][C:41]([CH3:45])=[CH:40][C:39]=1[CH3:46])=[C:36]=[O:37]. Product: [CH3:34][O:33][C:30]1[CH:29]=[CH:28][C:27]([C:4]2[CH:5]=[CH:6][C:7]([C:8]([NH:10][C@H:11]([C:20]([O:22][C:23]([CH3:25])([CH3:26])[CH3:24])=[O:21])[CH2:12][C:13]([O:15][C:16]([CH3:17])([CH3:18])[CH3:19])=[O:14])=[O:9])=[C:2]([NH:1][C:36]([NH:35][C:38]3[C:39]([CH3:46])=[CH:40][C:41]([CH3:45])=[CH:42][C:43]=3[CH3:44])=[O:37])[CH:3]=2)=[CH:32][CH:31]=1. The catalyst class is: 17. (2) Reactant: [Cl:1][C:2]1[CH:3]=[C:4]([C:20]2[CH:25]=[CH:24][CH:23]=[CH:22][C:21]=2[C:26]#[N:27])[CH:5]=[CH:6][C:7]=1[CH2:8][CH:9]([C:15](=O)[CH2:16][CH2:17][CH3:18])[C:10](OCC)=[O:11].Cl.[C:29](=[NH:32])([NH2:31])[CH3:30].C[O-].[Na+]. Product: [Cl:1][C:2]1[CH:3]=[C:4]([C:20]2[C:21]([C:26]#[N:27])=[CH:22][CH:23]=[CH:24][CH:25]=2)[CH:5]=[CH:6][C:7]=1[CH2:8][C:9]1[C:10](=[O:11])[NH:32][C:29]([CH3:30])=[N:31][C:15]=1[CH2:16][CH2:17][CH3:18]. The catalyst class is: 5. (3) Reactant: C(NC(C)C)(C)C.[Br:8][C:9]1[CH:14]=[CH:13][N:12]=[C:11]2[N:15]([S:18]([C:21]3[CH:26]=[CH:25][C:24]([CH3:27])=[CH:23][CH:22]=3)(=[O:20])=[O:19])[CH:16]=[CH:17][C:10]=12.[I:28]I. Product: [Br:8][C:9]1[CH:14]=[CH:13][N:12]=[C:11]2[N:15]([S:18]([C:21]3[CH:26]=[CH:25][C:24]([CH3:27])=[CH:23][CH:22]=3)(=[O:20])=[O:19])[C:16]([I:28])=[CH:17][C:10]=12. The catalyst class is: 1. (4) Reactant: [N:1]1([C:7]([O:9][C:10]([CH3:13])([CH3:12])[CH3:11])=[O:8])[CH2:6][CH2:5][NH:4][CH2:3][CH2:2]1.C(N(CC)CC)C.Cl[C:22]1[N:27]=[CH:26][C:25]([C:28](Cl)=[O:29])=[CH:24][CH:23]=1.CO.C(Cl)[Cl:34]. Product: [Cl:34][C:26]1[N:27]=[CH:22][CH:23]=[CH:24][C:25]=1[C:28]([N:4]1[CH2:5][CH2:6][N:1]([C:7]([O:9][C:10]([CH3:13])([CH3:12])[CH3:11])=[O:8])[CH2:2][CH2:3]1)=[O:29]. The catalyst class is: 143. (5) Reactant: [NH2:1][C:2]1[CH:3]=[C:4]([CH:7]=[CH:8][C:9]=1[F:10])[C:5]#[N:6].[N-:11]=[N+:12]=[N-:13].[Na+].[ClH:15].C(N(CC)CC)C.O. Product: [ClH:15].[F:10][C:9]1[CH:8]=[CH:7][C:4]([C:5]2[NH:13][N:12]=[N:11][N:6]=2)=[CH:3][C:2]=1[NH2:1]. The catalyst class is: 11.